From a dataset of Full USPTO retrosynthesis dataset with 1.9M reactions from patents (1976-2016). Predict the reactants needed to synthesize the given product. (1) Given the product [C:2](=[O:3])([O:4][CH3:5])[O:22][CH2:21][C@H:14]1[O:13][C@@:12]2([C:23]3[C:9](=[CH:8][C:7]([Cl:6])=[C:25]([CH2:26][C:27]4[CH:28]=[CH:29][C:30]([CH2:33][CH3:34])=[CH:31][CH:32]=4)[CH:24]=3)[CH2:10][CH2:11]2)[C@H:17]([OH:18])[C@@H:16]([OH:19])[C@@H:15]1[OH:20], predict the reactants needed to synthesize it. The reactants are: Cl[C:2]([O:4][CH3:5])=[O:3].[Cl:6][C:7]1[CH:8]=[C:9]2[C:23](=[CH:24][C:25]=1[CH2:26][C:27]1[CH:32]=[CH:31][C:30]([CH2:33][CH3:34])=[CH:29][CH:28]=1)[C@:12]1([C@H:17]([OH:18])[C@@H:16]([OH:19])[C@H:15]([OH:20])[C@@H:14]([CH2:21][OH:22])[O:13]1)[CH2:11][CH2:10]2.Cl. (2) Given the product [NH:28]1[C:26]([CH2:25][O:24][C:13]2[C:12]3[C:17](=[CH:18][CH:19]=[C:10]([C:2]4[O:1][C:5]5[CH:6]=[CH:7][CH:8]=[CH:9][C:4]=5[CH:3]=4)[CH:11]=3)[N:16]=[C:15]([C:20]([F:22])([F:21])[F:23])[CH:14]=2)=[N:27][N:30]=[N:29]1, predict the reactants needed to synthesize it. The reactants are: [O:1]1[C:5]2[CH:6]=[CH:7][CH:8]=[CH:9][C:4]=2[CH:3]=[C:2]1[C:10]1[CH:11]=[C:12]2[C:17](=[CH:18][CH:19]=1)[N:16]=[C:15]([C:20]([F:23])([F:22])[F:21])[CH:14]=[C:13]2[O:24][CH2:25][C:26]#[N:27].[N-:28]=[N+:29]=[N-:30].[Na+].[NH4+].[Cl-].